This data is from Catalyst prediction with 721,799 reactions and 888 catalyst types from USPTO. The task is: Predict which catalyst facilitates the given reaction. (1) Product: [CH2:6]([O:8][C:9]([C:11]1[C:16](=[O:3])[NH:15][C:14]2[CH:18]=[CH:19][S:20][C:13]=2[C:12]=1[Cl:21])=[O:10])[CH3:7]. The catalyst class is: 15. Reactant: C([O-])(=[O:3])C.[NH4+].[CH2:6]([O:8][C:9]([C:11]1[C:12]([Cl:21])=[C:13]2[S:20][CH:19]=[CH:18][C:14]2=[N:15][C:16]=1Cl)=[O:10])[CH3:7]. (2) Reactant: [C:1]1([C:7](=[O:14])[CH2:8][C:9]2[N:10]=[N:11][NH:12][N:13]=2)[CH:6]=[CH:5][CH:4]=[CH:3][CH:2]=1.[CH3:15]I. Product: [CH3:15][N:10]1[C:9]([CH2:8][C:7]([C:1]2[CH:6]=[CH:5][CH:4]=[CH:3][CH:2]=2)=[O:14])=[N:13][N:12]=[N:11]1. The catalyst class is: 21. (3) Reactant: [C:1]1([C:17]2[CH:22]=[CH:21][CH:20]=[CH:19][CH:18]=2)[CH:6]=[CH:5][C:4]([CH:7]([CH2:11][CH:12]2[CH2:16][CH2:15][CH2:14][CH2:13]2)[C:8](O)=[O:9])=[CH:3][CH:2]=1.C(Cl)(=O)C(Cl)=O.[CH3:29][O:30][C:31](=[O:39])[C:32]1[CH:37]=[CH:36][C:35]([NH2:38])=[N:34][CH:33]=1.C(N(CC)CC)C. Product: [CH3:29][O:30][C:31](=[O:39])[C:32]1[CH:37]=[CH:36][C:35]([NH:38][C:8](=[O:9])[CH:7]([C:4]2[CH:3]=[CH:2][C:1]([C:17]3[CH:22]=[CH:21][CH:20]=[CH:19][CH:18]=3)=[CH:6][CH:5]=2)[CH2:11][CH:12]2[CH2:13][CH2:14][CH2:15][CH2:16]2)=[N:34][CH:33]=1. The catalyst class is: 306.